Dataset: Catalyst prediction with 721,799 reactions and 888 catalyst types from USPTO. Task: Predict which catalyst facilitates the given reaction. (1) Reactant: CC1(C)N([O])C(C)(C)CCC1.C(OI(C1C=CC=CC=1)OC(=O)C)(=[O:14])C.[Br:27][C:28]1[CH:29]=[CH:30][C:31]2[O:37][CH:36]([CH2:38][OH:39])[CH2:35][N:34]3[CH:40]=[C:41]([C:43]([NH2:45])=[O:44])[N:42]=[C:33]3[C:32]=2[CH:46]=1. Product: [Br:27][C:28]1[CH:29]=[CH:30][C:31]2[O:37][CH:36]([C:38]([OH:14])=[O:39])[CH2:35][N:34]3[CH:40]=[C:41]([C:43](=[O:44])[NH2:45])[N:42]=[C:33]3[C:32]=2[CH:46]=1. The catalyst class is: 46. (2) Product: [NH2:39][C:37]([C:32]1[CH:33]=[N:34][C:35]2[C:30]([C:31]=1[NH:1][C:2]1[CH:3]=[C:4]([CH:8]=[C:9]([N:11]3[CH2:16][CH2:15][CH2:14][CH2:13][CH2:12]3)[CH:10]=1)[C:5]([OH:7])=[O:6])=[CH:29][CH:28]=[C:27]([C:22]1[C:23]([O:25][CH3:26])=[N:24][C:19]([O:18][CH3:17])=[N:20][CH:21]=1)[CH:36]=2)=[O:38]. Reactant: [NH2:1][C:2]1[CH:3]=[C:4]([CH:8]=[C:9]([N:11]2[CH2:16][CH2:15][CH2:14][CH2:13][CH2:12]2)[CH:10]=1)[C:5]([OH:7])=[O:6].[CH3:17][O:18][C:19]1[N:24]=[C:23]([O:25][CH3:26])[C:22]([C:27]2[CH:36]=[C:35]3[C:30]([C:31](Cl)=[C:32]([C:37]([NH2:39])=[O:38])[CH:33]=[N:34]3)=[CH:29][CH:28]=2)=[CH:21][N:20]=1. The catalyst class is: 15. (3) Reactant: [NH2:1][C:2]1[N:10]=[C:9]([NH2:11])[CH:8]=[CH:7][C:3]=1[C:4]([OH:6])=O.Cl.C(N=C=NCCCN(C)C)C.ON1C2C=CC=CC=2N=N1.[CH2:34]([O:41][C:42]1[S:46][C:45]([CH2:47][NH2:48])=[CH:44][CH:43]=1)[C:35]1[CH:40]=[CH:39][CH:38]=[CH:37][CH:36]=1. Product: [NH2:1][C:2]1[N:10]=[C:9]([NH2:11])[CH:8]=[CH:7][C:3]=1[C:4]([NH:48][CH2:47][C:45]1[S:46][C:42]([O:41][CH2:34][C:35]2[CH:40]=[CH:39][CH:38]=[CH:37][CH:36]=2)=[CH:43][CH:44]=1)=[O:6]. The catalyst class is: 550. (4) Reactant: [NH2:1][C:2]1[N:6]([CH2:7][CH2:8][OH:9])[N:5]=[CH:4][CH:3]=1.C(N(CC)CC)C.[C:17](Cl)([C:30]1[CH:35]=[CH:34][CH:33]=[CH:32][CH:31]=1)([C:24]1[CH:29]=[CH:28][CH:27]=[CH:26][CH:25]=1)[C:18]1[CH:23]=[CH:22][CH:21]=[CH:20][CH:19]=1.O. Product: [C:17]([NH:1][C:2]1[N:6]([CH2:7][CH2:8][OH:9])[N:5]=[CH:4][CH:3]=1)([C:18]1[CH:23]=[CH:22][CH:21]=[CH:20][CH:19]=1)([C:30]1[CH:31]=[CH:32][CH:33]=[CH:34][CH:35]=1)[C:24]1[CH:25]=[CH:26][CH:27]=[CH:28][CH:29]=1. The catalyst class is: 26. (5) Reactant: [F:1][C:2]1[CH:3]=[C:4]([C@H:10]2[CH2:14][CH2:13][CH2:12][N:11]2[C:15]2[CH:20]=[CH:19][N:18]3[N:21]=[CH:22][C:23]([C:24]([OH:26])=O)=[C:17]3[N:16]=2)[C:5]([O:8][CH3:9])=[N:6][CH:7]=1.C1C=CC2N(O)N=NC=2C=1.CCN=C=NCCCN(C)C.[NH2:48][C@H:49]1[CH2:54][CH2:53][C@H:52]([OH:55])[CH2:51][CH2:50]1.C(N(CC)CC)C. Product: [F:1][C:2]1[CH:3]=[C:4]([C@H:10]2[CH2:14][CH2:13][CH2:12][N:11]2[C:15]2[CH:20]=[CH:19][N:18]3[N:21]=[CH:22][C:23]([C:24]([NH:48][C@H:49]4[CH2:54][CH2:53][C@H:52]([OH:55])[CH2:51][CH2:50]4)=[O:26])=[C:17]3[N:16]=2)[C:5]([O:8][CH3:9])=[N:6][CH:7]=1. The catalyst class is: 91. (6) Reactant: [C:1]([C:3]1[CH:4]=[C:5]([S:10]([NH:13][C:14]2[CH:19]=[CH:18][CH:17]=[CH:16][CH:15]=2)(=[O:12])=[O:11])[CH:6]=[CH:7][C:8]=1F)#[N:2].[CH3:20][C:21]1[CH:22]=[C:23]([OH:29])[CH:24]=[CH:25][C:26]=1[S:27][CH3:28].C([O-])([O-])=O.[K+].[K+].Cl. Product: [C:1]([C:3]1[CH:4]=[C:5]([S:10]([NH:13][C:14]2[CH:19]=[CH:18][CH:17]=[CH:16][CH:15]=2)(=[O:12])=[O:11])[CH:6]=[CH:7][C:8]=1[O:29][C:23]1[CH:24]=[CH:25][C:26]([S:27][CH3:28])=[C:21]([CH3:20])[CH:22]=1)#[N:2]. The catalyst class is: 3.